This data is from Reaction yield outcomes from USPTO patents with 853,638 reactions. The task is: Predict the reaction yield, written as a fraction of the theoretical maximum amount of product (1.0 means a 100% yield; for example, 0.34 means a 34% yield). (1) The product is [Si:15]([O:14][CH:12]1[CH2:13][N:10]([C:7]2[S:8][CH:9]=[C:5]([CH2:4][NH:1][C:37]([C:32]3[S:36][CH:35]=[CH:34][CH:33]=3)=[O:38])[N:6]=2)[CH2:11]1)([C:28]([CH3:31])([CH3:30])[CH3:29])([C:22]1[CH:27]=[CH:26][CH:25]=[CH:24][CH:23]=1)[C:16]1[CH:21]=[CH:20][CH:19]=[CH:18][CH:17]=1. The yield is 0.640. The reactants are [N:1]([CH2:4][C:5]1[N:6]=[C:7]([N:10]2[CH2:13][CH:12]([O:14][Si:15]([C:28]([CH3:31])([CH3:30])[CH3:29])([C:22]3[CH:27]=[CH:26][CH:25]=[CH:24][CH:23]=3)[C:16]3[CH:21]=[CH:20][CH:19]=[CH:18][CH:17]=3)[CH2:11]2)[S:8][CH:9]=1)=[N+]=[N-].[C:32]1([C:37](Cl)=[O:38])[S:36][CH:35]=[CH:34][CH:33]=1.C(N(CC)CC)C. The catalyst is CO.[OH-].[Pd+2].[OH-]. (2) The reactants are [Cl:1][C:2]1[CH:10]=[C:6]([C:7]([OH:9])=O)[C:5]([OH:11])=[CH:4][CH:3]=1.[F:12][C:13]([F:22])([F:21])[C:14]1[CH:20]=[CH:19][CH:18]=[CH:17][C:15]=1[NH2:16]. No catalyst specified. The product is [Cl:1][C:2]1[CH:3]=[CH:4][C:5]([OH:11])=[C:6]([CH:10]=1)[C:7]([NH:16][C:15]1[CH:17]=[CH:18][CH:19]=[CH:20][C:14]=1[C:13]([F:12])([F:21])[F:22])=[O:9]. The yield is 0.580. (3) The reactants are C(OC1C(F)=CC=C2C=1C(CCN(C)C)=CN2)C1C=CC=CC=1.[CH2:24]([N:26]1[C:34]2[C:29](=[C:30]([O:41][CH3:42])[CH:31]=[C:32]([C:35]3[CH:40]=[CH:39][CH:38]=[CH:37][CH:36]=3)[CH:33]=2)[C:28]([C:43](=[O:49])[C:44]([N:46]([CH3:48])[CH3:47])=O)=[CH:27]1)[CH3:25]. No catalyst specified. The product is [CH3:48][N:46]([CH3:47])[CH2:44][CH:43]([C:28]1[C:29]2[C:34](=[CH:33][C:32]([C:35]3[CH:36]=[CH:37][CH:38]=[CH:39][CH:40]=3)=[CH:31][C:30]=2[O:41][CH3:42])[N:26]([CH2:24][CH3:25])[CH:27]=1)[OH:49]. The yield is 0.680. (4) The reactants are C(O[C:4]([C:6]1[S:7][C:8]([N:11]2[CH2:16][CH2:15][N:14]([C:17](=[O:28])[C:18]3[CH:23]=[CH:22][CH:21]=[CH:20][C:19]=3[C:24]([F:27])([F:26])[F:25])[CH2:13][CH2:12]2)=[N:9][N:10]=1)=[O:5])C.[CH2:29]([NH2:34])[CH2:30][CH:31]([CH3:33])[CH3:32].[C-]#N.[Na+]. No catalyst specified. The product is [CH3:32][CH:31]([CH3:33])[CH2:30][CH2:29][NH:34][C:4]([C:6]1[S:7][C:8]([N:11]2[CH2:16][CH2:15][N:14]([C:17](=[O:28])[C:18]3[CH:23]=[CH:22][CH:21]=[CH:20][C:19]=3[C:24]([F:25])([F:27])[F:26])[CH2:13][CH2:12]2)=[N:9][N:10]=1)=[O:5]. The yield is 1.00. (5) The reactants are C([O-])(=O)C.[Na+].C(O)(=O)C.[Cl:10][C:11]1[CH:12]=[C:13]([CH:39]=[CH:40][C:41]=1[O:42][CH:43]([CH3:45])[CH3:44])[C:14]([NH:16][C@H:17]([CH2:36][CH2:37][OH:38])[CH2:18][C:19]1[CH:24]=[CH:23][C:22]([C:25]2[N:26]=[C:27]([C:31](=[N:33][O:34]C)[CH3:32])[N:28]([CH3:30])[CH:29]=2)=[CH:21][CH:20]=1)=[O:15].C([O-])(O)=O.[Na+]. The catalyst is O1CCOCC1. The product is [Cl:10][C:11]1[CH:12]=[C:13]([CH:39]=[CH:40][C:41]=1[O:42][CH:43]([CH3:45])[CH3:44])[C:14]([NH:16][C@H:17]([CH2:36][CH2:37][OH:38])[CH2:18][C:19]1[CH:20]=[CH:21][C:22]([C:25]2[N:26]=[C:27]([C:31](=[N:33][OH:34])[CH3:32])[N:28]([CH3:30])[CH:29]=2)=[CH:23][CH:24]=1)=[O:15]. The yield is 0.790.